From a dataset of Reaction yield outcomes from USPTO patents with 853,638 reactions. Predict the reaction yield, written as a fraction of the theoretical maximum amount of product (1.0 means a 100% yield; for example, 0.34 means a 34% yield). (1) The reactants are [F:1][C:2]1[CH:7]=[CH:6][CH:5]=[CH:4][C:3]=1[C:8]1[N:9]=[N:10][N:11]2[C:20]3[C:15](=[CH:16][CH:17]=[CH:18][CH:19]=3)[C:14](OS(C3C=CC(C)=CC=3)(=O)=O)=[N:13][C:12]=12.C(N(CC)CC)C.[NH:39]1[CH2:44][CH2:43][O:42][CH2:41][CH2:40]1.ClCCl. The catalyst is CN(C)C=O.O.CO. The product is [F:1][C:2]1[CH:7]=[CH:6][CH:5]=[CH:4][C:3]=1[C:8]1[N:9]=[N:10][N:11]2[C:20]3[C:15](=[CH:16][CH:17]=[CH:18][CH:19]=3)[C:14]([N:39]3[CH2:44][CH2:43][O:42][CH2:41][CH2:40]3)=[N:13][C:12]=12. The yield is 0.810. (2) The reactants are C(OC([N:8]1[CH2:13][CH2:12][CH2:11][CH:10]([C:14]2[CH:19]=[CH:18][C:17]([NH:20][CH:21]3[CH2:26][CH2:25][CH2:24][CH2:23][CH2:22]3)=[CH:16][CH:15]=2)[CH2:9]1)=O)(C)(C)C.[ClH:27]. The catalyst is CO.C(OCC)(=O)C. The product is [ClH:27].[ClH:27].[CH:21]1([NH:20][C:17]2[CH:18]=[CH:19][C:14]([CH:10]3[CH2:11][CH2:12][CH2:13][NH:8][CH2:9]3)=[CH:15][CH:16]=2)[CH2:26][CH2:25][CH2:24][CH2:23][CH2:22]1. The yield is 0.940. (3) The reactants are [CH2:1]([S:8][CH:9]([CH:42]=O)[CH2:10][NH:11][C:12]([C:14]1[NH:15][C:16]2[C:21]([CH:22]=1)=[CH:20][C:19]([O:23][CH2:24][CH2:25][CH2:26][S:27]([CH3:30])(=[O:29])=[O:28])=[CH:18][C:17]=2[N:31]([CH3:41])[S:32]([C:35]1[CH:40]=[CH:39][CH:38]=[CH:37][N:36]=1)(=[O:34])=[O:33])=[O:13])[C:2]1[CH:7]=[CH:6][CH:5]=[CH:4][CH:3]=1.[NH:44]1[CH2:49][CH2:48][S:47][CH2:46][CH2:45]1.C(O[BH-](OC(=O)C)OC(=O)C)(=O)C.[Na+].C(O)(=O)CC(CC(O)=O)(C(O)=O)O.C(=O)([O-])O.[Na+]. The catalyst is ClCCCl. The product is [CH2:1]([S:8][CH:9]([CH2:42][N:44]1[CH2:49][CH2:48][S:47][CH2:46][CH2:45]1)[CH2:10][NH:11][C:12]([C:14]1[NH:15][C:16]2[C:21]([CH:22]=1)=[CH:20][C:19]([O:23][CH2:24][CH2:25][CH2:26][S:27]([CH3:30])(=[O:28])=[O:29])=[CH:18][C:17]=2[N:31]([CH3:41])[S:32]([C:35]1[CH:40]=[CH:39][CH:38]=[CH:37][N:36]=1)(=[O:34])=[O:33])=[O:13])[C:2]1[CH:7]=[CH:6][CH:5]=[CH:4][CH:3]=1. The yield is 0.890. (4) The reactants are [Cl:1][C:2]1[C:10]2[N:9]=[C:8]3[N:11]([C:15]4[CH:23]=[CH:22][C:18]([C:19]([NH2:21])=[O:20])=[CH:17][C:16]=4[CH3:24])[CH2:12][CH2:13][CH2:14][N:7]3[C:6]=2[C:5]([CH2:25][OH:26])=[CH:4][CH:3]=1.CC(OI1(OC(C)=O)(OC(C)=O)OC(=O)C2C=CC=CC1=2)=O. The catalyst is C(#N)C.CS(C)=O.C(=O)(O)[O-].[Na+].S([O-])([O-])(=O)=S.[Na+].[Na+]. The product is [Cl:1][C:2]1[C:10]2[N:9]=[C:8]3[N:11]([C:15]4[CH:23]=[CH:22][C:18]([C:19]([NH2:21])=[O:20])=[CH:17][C:16]=4[CH3:24])[CH2:12][CH2:13][CH2:14][N:7]3[C:6]=2[C:5]([CH:25]=[O:26])=[CH:4][CH:3]=1. The yield is 0.780. (5) The yield is 0.310. The product is [CH3:1][O:2][C:3]1[CH:4]=[C:5]2[C:10](=[CH:11][C:12]=1[O:13][CH3:14])[N:9]=[CH:8][CH:7]=[C:6]2[O:15][C:16]1[CH:21]=[C:20]([CH3:22])[C:19]([CH3:23])=[CH:18][C:17]=1[C:24](=[N:28][OH:29])[CH3:25]. The catalyst is C(O)C. The reactants are [CH3:1][O:2][C:3]1[CH:4]=[C:5]2[C:10](=[CH:11][C:12]=1[O:13][CH3:14])[N:9]=[CH:8][CH:7]=[C:6]2[O:15][C:16]1[CH:21]=[C:20]([CH3:22])[C:19]([CH3:23])=[CH:18][C:17]=1[C:24](=O)[CH3:25].Cl.[NH2:28][OH:29].C(N(CC)CC)C. (6) The reactants are [C:1]1([C@@H:7]([NH:9][C:10]2[N:15]=[C:14]([N:16]3[C:20]4[CH:21]=[CH:22][C:23]([NH2:25])=[CH:24][C:19]=4[N:18]=[CH:17]3)[CH:13]=[N:12][CH:11]=2)[CH3:8])[CH:6]=[CH:5][CH:4]=[CH:3][CH:2]=1.Cl.[C:27](Cl)(=[O:34])[C:28]1[CH:33]=[CH:32][CH:31]=[N:30][CH:29]=1. No catalyst specified. The product is [C:1]1([C@@H:7]([NH:9][C:10]2[N:15]=[C:14]([N:16]3[C:20]4[CH:21]=[CH:22][C:23]([NH:25][C:27](=[O:34])[C:28]5[CH:33]=[CH:32][CH:31]=[N:30][CH:29]=5)=[CH:24][C:19]=4[N:18]=[CH:17]3)[CH:13]=[N:12][CH:11]=2)[CH3:8])[CH:6]=[CH:5][CH:4]=[CH:3][CH:2]=1. The yield is 0.390. (7) The reactants are CN(C)CCCNC(C1C=C(C2C=CC(CSCCOC3C=CC=CC=3)=CC=2)C=CC=1)=O.[O:33]([CH2:40][CH2:41][S:42][CH2:43][C:44]1[CH:49]=[CH:48][CH:47]=[CH:46][C:45]=1[C:50]1[CH:55]=[CH:54][CH:53]=[C:52]([C:56](O)=[O:57])[CH:51]=1)[C:34]1[CH:39]=[CH:38][CH:37]=[CH:36][CH:35]=1.[CH3:59][N:60]([CH3:66])[CH2:61][CH2:62][CH2:63][CH2:64][NH2:65]. The catalyst is C1COCC1. The product is [CH3:59][N:60]([CH3:66])[CH2:61][CH2:62][CH2:63][CH2:64][NH:65][C:56]([C:52]1[CH:51]=[C:50]([C:45]2[CH:46]=[CH:47][CH:48]=[CH:49][C:44]=2[CH2:43][S:42][CH2:41][CH2:40][O:33][C:34]2[CH:39]=[CH:38][CH:37]=[CH:36][CH:35]=2)[CH:55]=[CH:54][CH:53]=1)=[O:57]. The yield is 0.490. (8) The reactants are [C:1]1([C@@H:13]2[CH2:18][CH2:17][CH2:16][N:15](C(OC(C)(C)C)=O)[CH2:14]2)[N:5]2[C:6]3[CH:12]=[CH:11][NH:10][C:7]=3[N:8]=[CH:9][C:4]2=[CH:3][N:2]=1.O1CCOCC1.[ClH:32]. The catalyst is CCOCC. The product is [ClH:32].[NH:15]1[CH2:16][CH2:17][CH2:18][C@@H:13]([C:1]2[N:5]3[C:6]4[CH:12]=[CH:11][NH:10][C:7]=4[N:8]=[CH:9][C:4]3=[CH:3][N:2]=2)[CH2:14]1. The yield is 0.940. (9) The reactants are [NH2:1][C@H:2]1[CH2:7][CH2:6][C@H:5]([NH:8][C:9]2[CH:14]=[C:13]([C:15]3[CH:20]=[CH:19][CH:18]=[C:17]([NH:21][CH2:22][C:23]4[CH:28]=[CH:27][CH:26]=[C:25]([F:29])[CH:24]=4)[N:16]=3)[C:12]([Cl:30])=[CH:11][N:10]=2)[CH2:4][CH2:3]1.C([O-])([O-])=O.[K+].[K+].CS(O[CH2:42][CH2:43][S:44]([CH3:47])(=[O:46])=[O:45])(=O)=O. The catalyst is CS(C)=O. The product is [Cl:30][C:12]1[C:13]([C:15]2[CH:20]=[CH:19][CH:18]=[C:17]([NH:21][CH2:22][C:23]3[CH:28]=[CH:27][CH:26]=[C:25]([F:29])[CH:24]=3)[N:16]=2)=[CH:14][C:9]([NH:8][C@H:5]2[CH2:6][CH2:7][C@H:2]([NH:1][CH2:42][CH2:43][S:44]([CH3:47])(=[O:46])=[O:45])[CH2:3][CH2:4]2)=[N:10][CH:11]=1. The yield is 0.240. (10) The reactants are [CH2:1]([O:8][C:9]1[CH:36]=[CH:35][C:12]2[NH:13][C:14]([C:19]3[C:20](=[O:34])[N:21]([N:30]=[CH:31][CH2:32][CH3:33])[C:22]4[C:27]([C:28]=3[OH:29])=[CH:26][CH:25]=[CH:24][CH:23]=4)=[N:15][S:16](=[O:18])(=[O:17])[C:11]=2[CH:10]=1)[C:2]1[CH:7]=[CH:6][CH:5]=[CH:4][CH:3]=1.CO.[BH4-].[Li+]. The catalyst is O1CCCC1.Cl. The product is [CH2:1]([O:8][C:9]1[CH:36]=[CH:35][C:12]2[NH:13][C:14]([C:19]3[C:20](=[O:34])[N:21]([NH:30][CH2:31][CH2:32][CH3:33])[C:22]4[C:27]([C:28]=3[OH:29])=[CH:26][CH:25]=[CH:24][CH:23]=4)=[N:15][S:16](=[O:18])(=[O:17])[C:11]=2[CH:10]=1)[C:2]1[CH:3]=[CH:4][CH:5]=[CH:6][CH:7]=1. The yield is 0.440.